Dataset: Full USPTO retrosynthesis dataset with 1.9M reactions from patents (1976-2016). Task: Predict the reactants needed to synthesize the given product. Given the product [C:1]([O:5][C:6](=[O:24])[CH2:7][C@@:8]1([CH2:15][NH:16][C:17]([O:19][C:20]([CH3:23])([CH3:22])[CH3:21])=[O:18])[CH2:14][C@@H:13]2[C@H:9]1[CH:10]=[C:11]([CH2:27][CH2:26][F:25])[CH2:12]2)([CH3:4])([CH3:3])[CH3:2], predict the reactants needed to synthesize it. The reactants are: [C:1]([O:5][C:6](=[O:24])[CH2:7][C@@:8]1([CH2:15][NH:16][C:17]([O:19][C:20]([CH3:23])([CH3:22])[CH3:21])=[O:18])[CH2:14][C@@H:13]2[C@H:9]1[CH:10]=[CH:11][CH2:12]2)([CH3:4])([CH3:3])[CH3:2].[F:25][CH2:26][CH2:27]C1C[C@H]2[C@@H](C=1)[C@](CC(OC(C)(C)C)=O)(C[N+]([O-])=O)C2.